Dataset: Full USPTO retrosynthesis dataset with 1.9M reactions from patents (1976-2016). Task: Predict the reactants needed to synthesize the given product. (1) Given the product [OH:8][NH:7][C:1](=[NH:11])[CH2:2][CH2:3][CH2:4][CH2:5][CH3:6], predict the reactants needed to synthesize it. The reactants are: [C:1](#[N:7])[CH2:2][CH2:3][CH2:4][CH2:5][CH3:6].[OH-:8].[Na+].Cl.[NH2:11]O. (2) The reactants are: C[Si]([N-][Si](C)(C)C)(C)C.[Li+].[CH:11]1([CH:16]([C:21]2[CH:22]=[N:23][CH:24]=[CH:25][CH:26]=2)[C:17]([O:19][CH3:20])=[O:18])[CH2:15][CH2:14][CH2:13][CH2:12]1.I[CH3:28].O. Given the product [CH:11]1([C:16]([C:21]2[CH:22]=[N:23][CH:24]=[CH:25][CH:26]=2)([CH3:28])[C:17]([O:19][CH3:20])=[O:18])[CH2:15][CH2:14][CH2:13][CH2:12]1, predict the reactants needed to synthesize it.